The task is: Predict the reactants needed to synthesize the given product.. This data is from Full USPTO retrosynthesis dataset with 1.9M reactions from patents (1976-2016). (1) Given the product [CH2:1]([O:3][C:4]1[CH:17]=[CH:16][C:7](/[CH:8]=[C:9]2/[C:10](=[O:15])[N:11]([CH2:18][CH2:19][OH:20])[C:12](=[O:14])[S:13]/2)=[CH:6][CH:5]=1)[CH3:2], predict the reactants needed to synthesize it. The reactants are: [CH2:1]([O:3][C:4]1[CH:17]=[CH:16][C:7](/[CH:8]=[C:9]2/[C:10](=[O:15])[NH:11][C:12](=[O:14])[S:13]/2)=[CH:6][CH:5]=1)[CH3:2].[CH2:18](O)[CH2:19][OH:20].C1(P(C2C=CC=CC=2)C2C=CC=CC=2)C=CC=CC=1.CC(OC(/N=N/C(OC(C)C)=O)=O)C. (2) Given the product [CH2:1]([O:3][C:4]([C:6]1[C:7]2[S:14][CH:13]=[C:12]([CH2:15][O:16][C:17]3[CH:22]=[C:21]([NH:23][C:25](=[O:34])[C:26]4[CH:31]=[CH:30][CH:29]=[C:28]([O:32][CH3:33])[CH:27]=4)[CH:20]=[CH:19][C:18]=3[CH3:24])[C:8]=2[CH:9]=[N:10][CH:11]=1)=[O:5])[CH3:2], predict the reactants needed to synthesize it. The reactants are: [CH2:1]([O:3][C:4]([C:6]1[C:7]2[S:14][CH:13]=[C:12]([CH2:15][O:16][C:17]3[CH:22]=[C:21]([NH2:23])[CH:20]=[CH:19][C:18]=3[CH3:24])[C:8]=2[CH:9]=[N:10][CH:11]=1)=[O:5])[CH3:2].[C:25](Cl)(=[O:34])[C:26]1[CH:31]=[CH:30][CH:29]=[C:28]([O:32][CH3:33])[CH:27]=1. (3) Given the product [C:4]([C:3]1[CH:7]=[CH:8][CH:9]=[CH:10][C:2]=1[NH:1][CH:13]([C:22]1[CH:23]=[CH:24][C:19]([O:18][CH3:17])=[CH:20][CH:21]=1)[C:12]([OH:16])=[O:15])(=[O:5])[NH2:6], predict the reactants needed to synthesize it. The reactants are: [NH2:1][C:2]1[CH:10]=[CH:9][CH:8]=[CH:7][C:3]=1[C:4]([NH2:6])=[O:5].O.[C:12]([OH:16])(=[O:15])[CH:13]=O.[CH3:17][O:18][C:19]1[CH:24]=[CH:23][C:22](B(O)O)=[CH:21][CH:20]=1. (4) Given the product [I:13][C:10]1[CH:9]=[CH:8][C:7]([NH:6][CH2:5][CH2:17][OH:19])=[CH:12][CH:11]=1, predict the reactants needed to synthesize it. The reactants are: ClCCO[C:5](=O)[NH:6][C:7]1[CH:12]=[CH:11][C:10]([I:13])=[CH:9][CH:8]=1.[OH-].[K+].[CH2:17]([OH:19])C. (5) Given the product [CH3:1][O:2][C:3]([C:5]1[N:6]=[CH:7][S:8][C:9]=1[C:10]1[CH:11]=[C:12]([CH3:16])[CH:13]=[CH:14][CH:15]=1)=[O:4], predict the reactants needed to synthesize it. The reactants are: [CH3:1][O:2][C:3]([C:5]1[N:6]=[C:7](Br)[S:8][C:9]=1[C:10]1[CH:11]=[C:12]([CH3:16])[CH:13]=[CH:14][CH:15]=1)=[O:4].